Dataset: Peptide-MHC class I binding affinity with 185,985 pairs from IEDB/IMGT. Task: Regression. Given a peptide amino acid sequence and an MHC pseudo amino acid sequence, predict their binding affinity value. This is MHC class I binding data. The peptide sequence is MILMTHFFSI. The MHC is HLA-A02:02 with pseudo-sequence HLA-A02:02. The binding affinity (normalized) is 0.442.